This data is from Reaction yield outcomes from USPTO patents with 853,638 reactions. The task is: Predict the reaction yield, written as a fraction of the theoretical maximum amount of product (1.0 means a 100% yield; for example, 0.34 means a 34% yield). The reactants are O=[C:2]([CH2:8][C:9](=O)[CH2:10][CH2:11][CH3:12])[C:3]([O:5][CH2:6][CH3:7])=[O:4].[CH3:14][CH:15]([N:17]1[C:21]([NH2:22])=[CH:20][CH:19]=[N:18]1)[CH3:16]. The catalyst is C1C=CC=CC=1. The product is [CH3:14][CH:15]([N:17]1[C:21]2[N:22]=[C:9]([CH2:10][CH2:11][CH3:12])[CH:8]=[C:2]([C:3]([O:5][CH2:6][CH3:7])=[O:4])[C:20]=2[CH:19]=[N:18]1)[CH3:16]. The yield is 0.560.